Task: Predict the product of the given reaction.. Dataset: Forward reaction prediction with 1.9M reactions from USPTO patents (1976-2016) (1) The product is: [F:14][C:15]([F:27])([F:26])[C:16]1[CH:17]=[C:18]([C@H:22]2[CH2:23][O:25]2)[CH:19]=[CH:20][CH:21]=1. Given the reactants CC(OC)(OC)OC.[Si](Cl)(C)(C)C.[F:14][C:15]([F:27])([F:26])[C:16]1[CH:17]=[C:18]([C@H:22]([OH:25])[CH2:23]O)[CH:19]=[CH:20][CH:21]=1, predict the reaction product. (2) Given the reactants [F:1][C:2]1[C:3]([OH:10])=[C:4]([CH:7]=[CH:8][CH:9]=1)[CH:5]=[O:6].C(O)(=O)C.[N+:15]([O-])([OH:17])=[O:16], predict the reaction product. The product is: [F:1][C:2]1[C:3]([OH:10])=[C:4]([CH:7]=[C:8]([N+:15]([O-:17])=[O:16])[CH:9]=1)[CH:5]=[O:6]. (3) Given the reactants [CH3:1][O:2][C:3](=[O:12])[C:4]([C:10]#[N:11])=[C:5]1[CH2:9][CH2:8][CH2:7][CH2:6]1.[N+]([CH3:16])([O-])=O.N12CCCN=C1CCCCC2, predict the reaction product. The product is: [CH3:1][O:2][C:3]([C:4]1([C:10]#[N:11])[C:5]2([CH2:6][CH2:7][CH2:8][CH2:9]2)[CH2:16]1)=[O:12].